This data is from Catalyst prediction with 721,799 reactions and 888 catalyst types from USPTO. The task is: Predict which catalyst facilitates the given reaction. (1) Reactant: [CH2:1]([O:3][C:4](=[O:33])[C@H:5]([CH2:31][OH:32])[CH2:6][C@H:7]([NH:23][C:24]([O:26][C:27]([CH3:30])([CH3:29])[CH3:28])=[O:25])[CH2:8][C:9]1[CH:14]=[CH:13][C:12]([C:15]2[CH:20]=[C:19]([Cl:21])[CH:18]=[CH:17][C:16]=2[F:22])=[CH:11][CH:10]=1)[CH3:2].[C:34]1([CH3:44])[CH:39]=[CH:38][C:37]([S:40](Cl)(=[O:42])=[O:41])=[CH:36][CH:35]=1.CCN(CC)CC. Product: [CH2:1]([O:3][C:4](=[O:33])[C@H:5]([CH2:31][O:32][S:40]([C:37]1[CH:38]=[CH:39][C:34]([CH3:44])=[CH:35][CH:36]=1)(=[O:42])=[O:41])[CH2:6][C@H:7]([NH:23][C:24]([O:26][C:27]([CH3:29])([CH3:28])[CH3:30])=[O:25])[CH2:8][C:9]1[CH:14]=[CH:13][C:12]([C:15]2[CH:20]=[C:19]([Cl:21])[CH:18]=[CH:17][C:16]=2[F:22])=[CH:11][CH:10]=1)[CH3:2]. The catalyst class is: 2. (2) Reactant: [C:1]([O:5][C:6]([NH:8][C:9]1[CH2:10][C:11]([C:33]([OH:35])=O)=[CH:12][C:13]2[CH:19]=[CH:18][C:17]([C:20]3[CH:25]=[CH:24][C:23]([C:26]([N:28]4[CH2:32][CH2:31][CH2:30][CH2:29]4)=[O:27])=[CH:22][CH:21]=3)=[CH:16][C:14]=2[N:15]=1)=[O:7])([CH3:4])([CH3:3])[CH3:2].C1C=CC2N(O)N=NC=2C=1.CCN=C=NCCCN(C)C.[Si:57]([O:64][CH2:65][CH2:66][CH2:67][NH:68][CH2:69][CH2:70][CH3:71])([C:60]([CH3:63])([CH3:62])[CH3:61])([CH3:59])[CH3:58]. Product: [Si:57]([O:64][CH2:65][CH2:66][CH2:67][N:68]([CH2:69][CH2:70][CH3:71])[C:33]([C:11]1=[CH:12][C:13]2[CH:19]=[CH:18][C:17]([C:20]3[CH:25]=[CH:24][C:23]([C:26]([N:28]4[CH2:29][CH2:30][CH2:31][CH2:32]4)=[O:27])=[CH:22][CH:21]=3)=[CH:16][C:14]=2[N:15]=[C:9]([NH:8][C:6](=[O:7])[O:5][C:1]([CH3:3])([CH3:2])[CH3:4])[CH2:10]1)=[O:35])([C:60]([CH3:63])([CH3:62])[CH3:61])([CH3:59])[CH3:58]. The catalyst class is: 91. (3) Reactant: [Li+].[OH-].[Cl:3][C:4]1[CH:36]=[CH:35][CH:34]=[C:33]([Cl:37])[C:5]=1[C:6]([NH:8][C@H:9]([C:29]([O:31]C)=[O:30])[CH2:10][C:11]1[CH:16]=[CH:15][C:14]([O:17][CH2:18][CH2:19][CH2:20][NH:21][C:22]2[CH:27]=[CH:26][C:25]([CH3:28])=[CH:24][N:23]=2)=[CH:13][CH:12]=1)=[O:7]. Product: [Cl:3][C:4]1[CH:36]=[CH:35][CH:34]=[C:33]([Cl:37])[C:5]=1[C:6]([NH:8][C@H:9]([C:29]([OH:31])=[O:30])[CH2:10][C:11]1[CH:16]=[CH:15][C:14]([O:17][CH2:18][CH2:19][CH2:20][NH:21][C:22]2[CH:27]=[CH:26][C:25]([CH3:28])=[CH:24][N:23]=2)=[CH:13][CH:12]=1)=[O:7]. The catalyst class is: 287. (4) Reactant: C[O:2][C:3](=[O:26])[CH2:4][CH2:5][N:6]1[C:11]2[CH:12]=[C:13]([CH3:17])[CH:14]=[C:15]([CH3:16])[C:10]=2[O:9][CH:8]([CH2:18][C:19]2[CH:24]=[CH:23][CH:22]=[CH:21][CH:20]=2)[C:7]1=[O:25].[OH-].[Na+]. Product: [CH2:18]([CH:8]1[C:7](=[O:25])[N:6]([CH2:5][CH2:4][C:3]([OH:26])=[O:2])[C:11]2[CH:12]=[C:13]([CH3:17])[CH:14]=[C:15]([CH3:16])[C:10]=2[O:9]1)[C:19]1[CH:20]=[CH:21][CH:22]=[CH:23][CH:24]=1. The catalyst class is: 5. (5) Reactant: Cl[C:2]1[N:7]=[C:6]([C:8]2[N:12]3[CH:13]=[CH:14][CH:15]=[CH:16][C:11]3=[N:10][C:9]=2[C:17]2[CH:18]=[CH:19][C:20]([O:34][CH3:35])=[C:21]([CH:33]=2)[C:22]([NH:24][C:25]2[C:30]([F:31])=[CH:29][CH:28]=[CH:27][C:26]=2[F:32])=[O:23])[CH:5]=[CH:4][N:3]=1.[CH3:36][C:37]1[C:38]([N:46]2[CH2:51][CH2:50][N:49]([CH2:52][CH2:53][S:54]([CH3:57])(=[O:56])=[O:55])[CH2:48][CH2:47]2)=[CH:39][C:40]([O:44][CH3:45])=[C:41]([CH:43]=1)[NH2:42].C1(C)C=CC(S(O)(=O)=O)=CC=1.C[O-].[Na+]. Product: [F:32][C:26]1[CH:27]=[CH:28][CH:29]=[C:30]([F:31])[C:25]=1[NH:24][C:22](=[O:23])[C:21]1[CH:33]=[C:17]([C:9]2[N:10]=[C:11]3[CH:16]=[CH:15][CH:14]=[CH:13][N:12]3[C:8]=2[C:6]2[CH:5]=[CH:4][N:3]=[C:2]([NH:42][C:41]3[CH:43]=[C:37]([CH3:36])[C:38]([N:46]4[CH2:51][CH2:50][N:49]([CH2:52][CH2:53][S:54]([CH3:57])(=[O:56])=[O:55])[CH2:48][CH2:47]4)=[CH:39][C:40]=3[O:44][CH3:45])[N:7]=2)[CH:18]=[CH:19][C:20]=1[O:34][CH3:35]. The catalyst class is: 812. (6) Reactant: [F:1][C:2]1[C:10]2[O:9][CH:8]([C:11]3([OH:24])[CH2:16][CH2:15][N:14](C(OC(C)(C)C)=O)[CH2:13][CH2:12]3)[CH2:7][C:6]=2[CH:5]=[CH:4][CH:3]=1.[ClH:25].O1CCOCC1. Product: [ClH:25].[F:1][C:2]1[C:10]2[O:9][CH:8]([C:11]3([OH:24])[CH2:12][CH2:13][NH:14][CH2:15][CH2:16]3)[CH2:7][C:6]=2[CH:5]=[CH:4][CH:3]=1. The catalyst class is: 5. (7) Reactant: Cl.[Cl:2][C:3]1[CH:4]=[C:5]([C:13]2[O:17][N:16]=[C:15]([C:18]3[C:28]4[O:27][CH2:26][CH2:25][NH:24][CH2:23][C:22]=4[CH:21]=[CH:20][CH:19]=3)[N:14]=2)[CH:6]=[CH:7][C:8]=1[O:9][CH:10]([CH3:12])[CH3:11].C(=O)([O-])[O-].[K+].[K+].[I-].[K+].Br[CH2:38][CH2:39][CH2:40][C:41]([O:43][CH2:44][CH3:45])=[O:42]. Product: [Cl:2][C:3]1[CH:4]=[C:5]([C:13]2[O:17][N:16]=[C:15]([C:18]3[C:28]4[O:27][CH2:26][CH2:25][N:24]([CH2:38][CH2:39][CH2:40][C:41]([O:43][CH2:44][CH3:45])=[O:42])[CH2:23][C:22]=4[CH:21]=[CH:20][CH:19]=3)[N:14]=2)[CH:6]=[CH:7][C:8]=1[O:9][CH:10]([CH3:12])[CH3:11]. The catalyst class is: 35. (8) Reactant: [CH3:1][O:2][C:3]1[CH:8]=[CH:7][C:6]([C:9]2[N:13]([C:14]3[CH:19]=[CH:18][CH:17]=[CH:16][CH:15]=3)[N:12]=[C:11]([CH:20]3[CH2:25][CH2:24][NH:23][CH2:22][CH2:21]3)[CH:10]=2)=[CH:5][CH:4]=1.ClC(Cl)(O[C:30](=[O:36])OC(Cl)(Cl)Cl)Cl.N1C=CC=CC=1.Cl.[CH3:45][NH:46][OH:47].C(N(CC)CC)C. Product: [CH3:1][O:2][C:3]1[CH:8]=[CH:7][C:6]([C:9]2[N:13]([C:14]3[CH:19]=[CH:18][CH:17]=[CH:16][CH:15]=3)[N:12]=[C:11]([CH:20]3[CH2:25][CH2:24][N:23]([C:30](=[O:36])[N:46]([OH:47])[CH3:45])[CH2:22][CH2:21]3)[CH:10]=2)=[CH:5][CH:4]=1. The catalyst class is: 46.